This data is from Forward reaction prediction with 1.9M reactions from USPTO patents (1976-2016). The task is: Predict the product of the given reaction. (1) Given the reactants [Cl:1][C:2]1[CH:3]=[C:4]([C:9]2([C:27]([F:30])([F:29])[F:28])[O:13][N:12]=[C:11]([C:14]3[CH:22]=[CH:21][C:17]([C:18](O)=[O:19])=[C:16]([C:23]([F:26])([F:25])[F:24])[CH:15]=3)[CH2:10]2)[CH:5]=[C:6]([Cl:8])[CH:7]=1.CN(C(ON1N=NC2C=CC=NC1=2)=[N+](C)C)C.F[P-](F)(F)(F)(F)F.CCN(C(C)C)C(C)C.Cl.[NH:65]1[CH2:69][C:68](=[O:70])[NH:67][CH2:66]1, predict the reaction product. The product is: [Cl:8][C:6]1[CH:5]=[C:4]([C:9]2([C:27]([F:29])([F:28])[F:30])[O:13][N:12]=[C:11]([C:14]3[CH:22]=[CH:21][C:17]([C:18]([N:65]4[CH2:69][C:68](=[O:70])[NH:67][CH2:66]4)=[O:19])=[C:16]([C:23]([F:24])([F:25])[F:26])[CH:15]=3)[CH2:10]2)[CH:3]=[C:2]([Cl:1])[CH:7]=1. (2) Given the reactants O=[C:2]1[CH:7]([C:8]2[CH:13]=[CH:12][CH:11]=[CH:10][CH:9]=2)[NH:6][CH2:5][CH2:4][NH:3]1.O.[OH-].[Na+], predict the reaction product. The product is: [C:8]1([CH:7]2[CH2:2][NH:3][CH2:4][CH2:5][NH:6]2)[CH:9]=[CH:10][CH:11]=[CH:12][CH:13]=1. (3) Given the reactants [C:1]([O:5][C:6]([N:8]1[CH2:13][CH2:12][C:11](=[C:14](Br)[C:15]2[CH:20]=[CH:19][C:18]([C:21](=[O:27])[N:22]([CH2:25][CH3:26])[CH2:23][CH3:24])=[CH:17][CH:16]=2)[CH2:10][CH2:9]1)=[O:7])([CH3:4])([CH3:3])[CH3:2].[NH2:29][C:30]1[CH:35]=[CH:34][CH:33]=[CH:32][C:31]=1B(O)O.C([O-])([O-])=O.[Na+].[Na+], predict the reaction product. The product is: [CH3:2][C:1]([O:5][C:6]([N:8]1[CH2:13][CH2:12][C:11](=[C:14]([C:31]2[CH:32]=[CH:33][CH:34]=[CH:35][C:30]=2[NH2:29])[C:15]2[CH:20]=[CH:19][C:18]([C:21]([N:22]([CH2:25][CH3:26])[CH2:23][CH3:24])=[O:27])=[CH:17][CH:16]=2)[CH2:10][CH2:9]1)=[O:7])([CH3:4])[CH3:3]. (4) Given the reactants Cl[CH:2]1[C:7](=[O:8])[CH2:6][C:5]([CH2:14][CH2:15][C:16]2[CH:21]=[CH:20][C:19]([O:22][CH3:23])=[C:18]([Cl:24])[CH:17]=2)([CH:9]2[CH2:13][CH2:12][CH2:11][CH2:10]2)[O:4][C:3]1=[O:25].[CH3:26][N:27]1[CH:31]=[N:30][N:29]=[C:28]1[SH:32], predict the reaction product. The product is: [Cl:24][C:18]1[CH:17]=[C:16]([CH2:15][CH2:14][C:5]2([CH:9]3[CH2:13][CH2:12][CH2:11][CH2:10]3)[O:4][C:3](=[O:25])[C:2]([S:32][C:28]3[N:27]([CH3:26])[CH:31]=[N:30][N:29]=3)=[C:7]([OH:8])[CH2:6]2)[CH:21]=[CH:20][C:19]=1[O:22][CH3:23]. (5) Given the reactants CC([O-])(C)C.[K+].[CH2:7]([C:9]1[CH:14]=[CH:13][C:12]([CH2:15][C:16](OCC)=O)=[CH:11][CH:10]=1)[CH3:8].[Br:21][C:22]1[CH:27]=C(F)[C:25]([C:29]#[N:30])=[C:24]([F:31])[CH:23]=1.Cl, predict the reaction product. The product is: [Br:21][C:22]1[CH:27]=[C:16]([CH2:15][C:12]2[CH:11]=[CH:10][C:9]([CH2:7][CH3:8])=[CH:14][CH:13]=2)[C:25]([C:29]#[N:30])=[C:24]([F:31])[CH:23]=1. (6) Given the reactants [Cl:1][C:2]1[CH:7]=[CH:6][CH:5]=[CH:4][C:3]=1[N:8]1[CH:13]=[CH:12][C:11](=[O:14])[C:10]([C:15](=O)[CH:16]=[CH:17][N:18](C)C)=[N:9]1.[C:22]1([NH:28]N)[CH:27]=[CH:26][CH:25]=[CH:24][CH:23]=1, predict the reaction product. The product is: [Cl:1][C:2]1[CH:7]=[CH:6][CH:5]=[CH:4][C:3]=1[N:8]1[CH:13]=[CH:12][C:11](=[O:14])[C:10]([C:15]2[N:28]([C:22]3[CH:27]=[CH:26][CH:25]=[CH:24][CH:23]=3)[N:18]=[CH:17][CH:16]=2)=[N:9]1. (7) Given the reactants [Cl:1][C:2]1[CH:8]=[CH:7][C:5]([NH2:6])=[CH:4][CH:3]=1.[CH2:9]([CH:13]([C:19](OCC)=[O:20])[C:14](OCC)=[O:15])[CH:10]([CH3:12])[CH3:11], predict the reaction product. The product is: [Cl:1][C:2]1[CH:8]=[C:7]2[C:5](=[CH:4][CH:3]=1)[NH:6][C:14](=[O:15])[C:13]([CH2:9][CH:10]([CH3:12])[CH3:11])=[C:19]2[OH:20].